The task is: Predict the reaction yield, written as a fraction of the theoretical maximum amount of product (1.0 means a 100% yield; for example, 0.34 means a 34% yield).. This data is from Reaction yield outcomes from USPTO patents with 853,638 reactions. (1) The reactants are [Cl:1][CH2:2][CH2:3][NH:4][C:5]([CH3:16])([CH3:15])[CH2:6][CH2:7][C:8](OC(C)(C)C)=[O:9].FC(F)(F)C(O)=O.Cl.CN(C)CCCN=C=NCC.O.OC1C2N=NNC=2C=CC=1.C(N(C(C)C)CC)(C)C. The catalyst is ClCCl. The product is [Cl:1][CH2:2][CH2:3][N:4]1[C:5]([CH3:16])([CH3:15])[CH2:6][CH2:7][C:8]1=[O:9]. The yield is 0.440. (2) The reactants are [C:1]([O:5][C:6]([N:8]1[CH2:11][CH:10]([NH:12][C:13](=[O:18])[CH2:14][CH2:15][CH2:16]Cl)[CH2:9]1)=[O:7])([CH3:4])([CH3:3])[CH3:2].[H-].[Na+]. The catalyst is CN(C=O)C. The product is [C:1]([O:5][C:6]([N:8]1[CH2:11][CH:10]([N:12]2[CH2:16][CH2:15][CH2:14][C:13]2=[O:18])[CH2:9]1)=[O:7])([CH3:4])([CH3:3])[CH3:2]. The yield is 0.350. (3) The catalyst is CC(=O)CC.[Cl-].[Na+].O.[I-].[Li+].C(OCC)(=O)C. The yield is 0.980. The product is [CH3:1][O:2][C:3](=[O:15])[C:4]1[CH:9]=[C:8]([CH2:10][N:16]([C:17]([O:19][C:20]([CH3:23])([CH3:22])[CH3:21])=[O:18])[C:24]([O:26][C:27]([CH3:28])([CH3:29])[CH3:30])=[O:25])[CH:7]=[CH:6][C:5]=1[N+:12]([O-:14])=[O:13]. The reactants are [CH3:1][O:2][C:3](=[O:15])[C:4]1[CH:9]=[C:8]([CH2:10]Br)[CH:7]=[CH:6][C:5]=1[N+:12]([O-:14])=[O:13].[NH:16]([C:24]([O:26][C:27]([CH3:30])([CH3:29])[CH3:28])=[O:25])[C:17]([O:19][C:20]([CH3:23])([CH3:22])[CH3:21])=[O:18].C(=O)([O-])[O-].[Cs+].[Cs+].O. (4) The catalyst is ClCCl.CN(C1C=CN=CC=1)C. The product is [C:21](=[O:22])([O:23][CH3:24])[O:11][C:8]1[CH:9]=[CH:10][C:5]([C:1]([CH3:4])([CH3:2])[CH3:3])=[CH:6][C:7]=1[Cl:12]. The reactants are [C:1]([C:5]1[CH:10]=[CH:9][C:8]([OH:11])=[C:7]([Cl:12])[CH:6]=1)([CH3:4])([CH3:3])[CH3:2].CCN(CC)CC.Cl[C:21]([O:23][CH3:24])=[O:22]. The yield is 0.920. (5) The reactants are ClC(Cl)(Cl)CO[C:5]([NH:7][C:8]1[CH:12]=[CH:11][O:10][N:9]=1)=O.[H-].[Na+].CS(OC[C@@H:23]1[O:27][C:26](=[O:28])[N:25]([C:29]2[CH:34]=[CH:33][C:32]([C:35]3[CH2:36][CH2:37][O:38][CH2:39][CH:40]=3)=[C:31]([F:41])[CH:30]=2)[CH2:24]1)(=O)=O. The catalyst is CN(C)C=O.CCCCCC. The product is [O:10]1[CH:11]=[CH:12][C:8]([NH:7][CH2:5][C@@H:23]2[O:27][C:26](=[O:28])[N:25]([C:29]3[CH:34]=[CH:33][C:32]([C:35]4[CH2:36][CH2:37][O:38][CH2:39][CH:40]=4)=[C:31]([F:41])[CH:30]=3)[CH2:24]2)=[N:9]1. The yield is 0.500. (6) The reactants are [CH3:1][N:2]([CH2:8][C:9]1[CH:14]=[CH:13][C:12]([N+:15]([O-])=O)=[CH:11][CH:10]=1)[CH2:3][C:4]([O:6][CH3:7])=[O:5]. The catalyst is CCOC(C)=O. The product is [NH2:15][C:12]1[CH:11]=[CH:10][C:9]([CH2:8][N:2]([CH3:1])[CH2:3][C:4]([O:6][CH3:7])=[O:5])=[CH:14][CH:13]=1. The yield is 0.970. (7) The reactants are [CH:1]([O:4][C:5]1[N:10]=[C:9]([C:11]2[C:19]3[C:14](=[CH:15][CH:16]=[C:17]([C:20]4[O:21][C:22]([CH3:25])=[N:23][N:24]=4)[CH:18]=3)[N:13](S(C3C=CC(C)=CC=3)(=O)=O)[CH:12]=2)[CH:8]=[CH:7][CH:6]=1)([CH3:3])[CH3:2].C(=O)([O-])[O-].[Cs+].[Cs+].O. The catalyst is CO.C1COCC1. The product is [CH:1]([O:4][C:5]1[N:10]=[C:9]([C:11]2[C:19]3[C:14](=[CH:15][CH:16]=[C:17]([C:20]4[O:21][C:22]([CH3:25])=[N:23][N:24]=4)[CH:18]=3)[NH:13][CH:12]=2)[CH:8]=[CH:7][CH:6]=1)([CH3:3])[CH3:2]. The yield is 0.111. (8) The reactants are [Cl:1][C:2]1[N:7]=[C:6]([NH:8][C:9]([NH:11]C(=O)OCC)=S)[C:5]([O:17][CH3:18])=[CH:4][N:3]=1.Cl.[NH2:20]O.C(=O)(O)[O-].[Na+].O. The catalyst is C(=O)([O-])[O-].[Na+].[Na+].C(#N)C. The product is [Cl:1][C:2]1[N:7]2[N:11]=[C:9]([NH2:20])[N:8]=[C:6]2[C:5]([O:17][CH3:18])=[CH:4][N:3]=1. The yield is 0.680.